This data is from Reaction yield outcomes from USPTO patents with 853,638 reactions. The task is: Predict the reaction yield, written as a fraction of the theoretical maximum amount of product (1.0 means a 100% yield; for example, 0.34 means a 34% yield). (1) The reactants are [I:1][C:2]1[CH:3]=[C:4]([OH:8])[CH:5]=[CH:6][CH:7]=1.N(C(OC(C)C)=O)=NC(OC(C)C)=O.C1(P(C2C=CC=CC=2)C2C=CC=CC=2)C=CC=CC=1.[CH3:42][S:43][CH2:44][CH2:45]O. The catalyst is O1CCCC1. The product is [I:1][C:2]1[CH:3]=[C:4]([CH:5]=[CH:6][CH:7]=1)[O:8][CH2:45][CH2:44][S:43][CH3:42]. The yield is 0.370. (2) The reactants are C(O[C:6]([N:8]1[CH2:13][CH2:12][CH:11]([CH2:14][O:15][C:16]2[CH:25]=[C:24]3[C:19]([C:20]([O:26][C:27]4[CH:32]=[CH:31][C:30]([N+:33]([O-:35])=[O:34])=[CH:29][C:28]=4[F:36])=[CH:21][CH:22]=[N:23]3)=[CH:18][C:17]=2[O:37][CH3:38])[CH2:10][CH2:9]1)=O)(C)(C)C.C(O)(C(F)(F)F)=O. The catalyst is C(Cl)Cl. The product is [F:36][C:28]1[CH:29]=[C:30]([N+:33]([O-:35])=[O:34])[CH:31]=[CH:32][C:27]=1[O:26][C:20]1[C:19]2[C:24](=[CH:25][C:16]([O:15][CH2:14][CH:11]3[CH2:12][CH2:13][N:8]([CH3:6])[CH2:9][CH2:10]3)=[C:17]([O:37][CH3:38])[CH:18]=2)[N:23]=[CH:22][CH:21]=1. The yield is 0.930. (3) The reactants are [F:1][C:2]1[C:3]([CH2:24][N:25](C)[C:26](=O)OC(C)(C)C)=[CH:4][N:5]([S:14]([C:17]2[O:18][C:19]([CH2:22][F:23])=[CH:20][CH:21]=2)(=[O:16])=[O:15])[C:6]=1[C:7]1[C:8]([F:13])=[N:9][CH:10]=[CH:11][CH:12]=1.[C:34]([O:37]CC)(=[O:36])[CH3:35].Cl.[C:41]([O:44]CC)(=[O:43])[CH3:42]. The catalyst is CC(O)C. The product is [C:41]([OH:44])(=[O:43])/[CH:42]=[CH:35]/[C:34]([OH:37])=[O:36].[F:1][C:2]1[C:3]([CH2:24][NH:25][CH3:26])=[CH:4][N:5]([S:14]([C:17]2[O:18][C:19]([CH2:22][F:23])=[CH:20][CH:21]=2)(=[O:15])=[O:16])[C:6]=1[C:7]1[C:8]([F:13])=[N:9][CH:10]=[CH:11][CH:12]=1. The yield is 0.870. (4) The reactants are [CH2:1]([S:6][C:7]1[C:8]([CH:12]2[CH:17]3[CH2:18][CH2:19][N:14]([CH2:15][CH2:16]3)[CH2:13]2)=[N:9][NH:10][CH:11]=1)[CH2:2]CCC.C(S)C. No catalyst specified. The product is [CH2:1]([S:6][C:7]1[C:8]([CH:12]2[CH:17]3[CH2:16][CH2:15][N:14]([CH2:19][CH2:18]3)[CH2:13]2)=[N:9][NH:10][CH:11]=1)[CH3:2]. The yield is 0.300. (5) The reactants are Br[C:2]1[C:3]2[O:12][C:11]([CH2:13][N:14]3[CH2:19][CH2:18][CH2:17][C:16]([F:21])([F:20])[CH2:15]3)=[CH:10][C:4]=2[C:5](=[O:9])[N:6]([CH3:8])[CH:7]=1.CC1(C)C(C)(C)OB([C:30]2[CH:35]=[CH:34][N:33]=[C:32]([NH:36][C:37](=[O:39])[CH3:38])[CH:31]=2)O1.C(=O)([O-])[O-].[K+].[K+].C1(C)C=CC=CC=1. The catalyst is CCO.Cl[Pd](Cl)([P](C1C=CC=CC=1)(C1C=CC=CC=1)C1C=CC=CC=1)[P](C1C=CC=CC=1)(C1C=CC=CC=1)C1C=CC=CC=1.C(OCC)(=O)C. The product is [F:20][C:16]1([F:21])[CH2:17][CH2:18][CH2:19][N:14]([CH2:13][C:11]2[O:12][C:3]3[C:2]([C:30]4[CH:35]=[CH:34][N:33]=[C:32]([NH:36][C:37](=[O:39])[CH3:38])[CH:31]=4)=[CH:7][N:6]([CH3:8])[C:5](=[O:9])[C:4]=3[CH:10]=2)[CH2:15]1. The yield is 0.640.